From a dataset of Forward reaction prediction with 1.9M reactions from USPTO patents (1976-2016). Predict the product of the given reaction. Given the reactants Cl.[Cl:2][C:3]1[CH:8]=[CH:7][C:6]([NH:9]N)=[CH:5][CH:4]=1.[C:11]1([CH2:17][CH2:18]Br)[CH:16]=[CH:15][CH:14]=[CH:13][CH:12]=1.C(N(CC)CC)C.Cl.[CH3:28][N:29]1[CH2:34][CH2:33][C:32](=O)[CH2:31][CH2:30]1.FC(F)(F)C([O-])=O, predict the reaction product. The product is: [Cl:2][C:3]1[CH:8]=[CH:7][C:6]2[N:9]([CH2:18][CH2:17][C:11]3[CH:16]=[CH:15][CH:14]=[CH:13][CH:12]=3)[C:32]3[CH2:33][CH2:34][N:29]([CH3:28])[CH2:30][C:31]=3[C:5]=2[CH:4]=1.